This data is from Peptide-MHC class II binding affinity with 134,281 pairs from IEDB. The task is: Regression. Given a peptide amino acid sequence and an MHC pseudo amino acid sequence, predict their binding affinity value. This is MHC class II binding data. (1) The peptide sequence is RETYLMCLSPLMANL. The MHC is DRB1_0701 with pseudo-sequence DRB1_0701. The binding affinity (normalized) is 0.596. (2) The peptide sequence is AFKVAATAANWAPAN. The MHC is HLA-DPA10103-DPB10301 with pseudo-sequence HLA-DPA10103-DPB10301. The binding affinity (normalized) is 0.513. (3) The peptide sequence is RGIEYIQHNGVVQES. The MHC is HLA-DPA10103-DPB10401 with pseudo-sequence HLA-DPA10103-DPB10401. The binding affinity (normalized) is 0.206. (4) The peptide sequence is SQDLELSFNLNGLQAY. The MHC is DRB1_1302 with pseudo-sequence DRB1_1302. The binding affinity (normalized) is 0.788. (5) The peptide sequence is EVLKGPFTVRYTTEG. The MHC is DRB4_0101 with pseudo-sequence DRB4_0103. The binding affinity (normalized) is 0. (6) The peptide sequence is LMALLTPVTMAEVRL. The MHC is DRB4_0103 with pseudo-sequence DRB4_0103. The binding affinity (normalized) is 0.593. (7) The peptide sequence is IPLMYKGLPWNVVRI. The MHC is DRB1_1501 with pseudo-sequence DRB1_1501. The binding affinity (normalized) is 0.719. (8) The peptide sequence is PKKYFAATQFEPLAA. The MHC is HLA-DPA10301-DPB10402 with pseudo-sequence HLA-DPA10301-DPB10402. The binding affinity (normalized) is 0.817.